Dataset: Full USPTO retrosynthesis dataset with 1.9M reactions from patents (1976-2016). Task: Predict the reactants needed to synthesize the given product. (1) Given the product [O:18]=[C:19]1[N:23]([CH:24]2[CH2:25][CH2:26][N:27]([C:15](=[O:17])[CH2:14][CH2:13][CH2:12][C:4]3[NH:3][C:2](=[O:1])[C:11]4[C:6](=[CH:7][CH:8]=[CH:9][CH:10]=4)[N:5]=3)[CH2:28][CH2:29]2)[C:22]2[CH:30]=[CH:31][CH:32]=[C:33]([C:34]#[N:35])[C:21]=2[NH:20]1, predict the reactants needed to synthesize it. The reactants are: [O:1]=[C:2]1[C:11]2[C:6](=[CH:7][CH:8]=[CH:9][CH:10]=2)[N:5]=[C:4]([CH2:12][CH2:13][CH2:14][C:15]([OH:17])=O)[NH:3]1.[O:18]=[C:19]1[N:23]([CH:24]2[CH2:29][CH2:28][NH:27][CH2:26][CH2:25]2)[C:22]2[CH:30]=[CH:31][CH:32]=[C:33]([C:34]#[N:35])[C:21]=2[NH:20]1. (2) Given the product [CH2:14]([CH:16]1[CH2:21][CH2:20][CH2:19][CH2:18][N:17]1[C:2]1[CH:9]=[CH:8][C:5]([C:6]#[N:7])=[C:4]([C:10]([F:13])([F:12])[F:11])[CH:3]=1)[CH3:15], predict the reactants needed to synthesize it. The reactants are: F[C:2]1[CH:9]=[CH:8][C:5]([C:6]#[N:7])=[C:4]([C:10]([F:13])([F:12])[F:11])[CH:3]=1.[CH2:14]([CH:16]1[CH2:21][CH2:20][CH2:19][CH2:18][NH:17]1)[CH3:15]. (3) Given the product [CH2:41]([C:35]1[CH:36]=[C:37]([O:14][CH2:13][CH2:12][C@@H:11]([O:10][C:9]2[CH:20]=[CH:21][C:22]([C:24]([F:26])([F:27])[F:25])=[CH:23][C:8]=2[O:1][C:2]2[CH:3]=[CH:4][CH:5]=[CH:6][CH:7]=2)[CH3:19])[CH:38]=[CH:39][C:34]=1[S:33][CH2:32][C:31]([OH:43])=[O:30])[CH3:42], predict the reactants needed to synthesize it. The reactants are: [O:1]([C:8]1[CH:23]=[C:22]([C:24]([F:27])([F:26])[F:25])[CH:21]=[CH:20][C:9]=1[O:10][C@@H:11]([CH3:19])[CH2:12][CH2:13][O:14]S(C)(=O)=O)[C:2]1[CH:7]=[CH:6][CH:5]=[CH:4][CH:3]=1.C([O:30][C:31](=[O:43])[CH2:32][S:33][C:34]1[CH:39]=[CH:38][C:37](O)=[CH:36][C:35]=1[CH2:41][CH3:42])C. (4) Given the product [C:1]([O:5][C:6]([N:8]1[C:16]2[C:11](=[CH:12][C:13]([CH:17]([OH:18])[C:34]3[CH:39]=[CH:38][CH:37]=[CH:36][CH:35]=3)=[CH:14][CH:15]=2)[CH:10]=[C:9]1[C:19]1[C:20]2[S:33][CH:32]=[CH:31][C:21]=2[N:22]([C:24]([O:26][C:27]([CH3:30])([CH3:29])[CH3:28])=[O:25])[N:23]=1)=[O:7])([CH3:4])([CH3:2])[CH3:3], predict the reactants needed to synthesize it. The reactants are: [C:1]([O:5][C:6]([N:8]1[C:16]2[C:11](=[CH:12][C:13]([CH:17]=[O:18])=[CH:14][CH:15]=2)[CH:10]=[C:9]1[C:19]1[C:20]2[S:33][CH:32]=[CH:31][C:21]=2[N:22]([C:24]([O:26][C:27]([CH3:30])([CH3:29])[CH3:28])=[O:25])[N:23]=1)=[O:7])([CH3:4])([CH3:3])[CH3:2].[C:34]1([Mg]Br)[CH:39]=[CH:38][CH:37]=[CH:36][CH:35]=1. (5) Given the product [C:22]([N:4]1[CH:5]=[C:6]([CH2:7][OH:8])[N:2]=[CH:3]1)([C:16]1[CH:21]=[CH:20][CH:19]=[CH:18][CH:17]=1)([C:29]1[CH:30]=[CH:31][CH:32]=[CH:33][CH:34]=1)[C:23]1[CH:24]=[CH:25][CH:26]=[CH:27][CH:28]=1, predict the reactants needed to synthesize it. The reactants are: Cl.[NH:2]1[C:6]([CH2:7][OH:8])=[CH:5][N:4]=[CH:3]1.C(N(CC)CC)C.[C:16]1([C:22](Cl)([C:29]2[CH:34]=[CH:33][CH:32]=[CH:31][CH:30]=2)[C:23]2[CH:28]=[CH:27][CH:26]=[CH:25][CH:24]=2)[CH:21]=[CH:20][CH:19]=[CH:18][CH:17]=1. (6) Given the product [Cl:10][C:5]1[CH:6]=[C:7]([F:9])[CH:8]=[C:2]([C:23]#[C:22][Si:19]([CH3:21])([CH3:20])[CH3:18])[C:3]=1[NH2:4], predict the reactants needed to synthesize it. The reactants are: Br[C:2]1[CH:8]=[C:7]([F:9])[CH:6]=[C:5]([Cl:10])[C:3]=1[NH2:4].C(NC(C)C)(C)C.[CH3:18][Si:19]([C:22]#[CH:23])([CH3:21])[CH3:20].C(OCC)(=O)C. (7) Given the product [CH3:1][C:2]1[C:6]([C:7]2[CH:16]=[C:15]3[C:10]([C:11]([NH:20][CH2:21][C:22]4[S:26][C:25]([CH3:27])=[N:24][C:23]=4[CH3:28])=[C:12]([NH2:17])[CH:13]=[N:14]3)=[CH:9][C:8]=2[O:29][CH3:30])=[C:5]([CH3:31])[O:4][N:3]=1, predict the reactants needed to synthesize it. The reactants are: [CH3:1][C:2]1[C:6]([C:7]2[CH:16]=[C:15]3[C:10]([C:11]([NH:20][CH2:21][C:22]4[S:26][C:25]([CH3:27])=[N:24][C:23]=4[CH3:28])=[C:12]([N+:17]([O-])=O)[CH:13]=[N:14]3)=[CH:9][C:8]=2[O:29][CH3:30])=[C:5]([CH3:31])[O:4][N:3]=1.Cl.O.O.[Sn](Cl)Cl.[OH-].[Na+]. (8) Given the product [OH:18][N:20]=[CH:1][CH:3]1[CH2:8][CH2:7][N:6]([C:9]([O:11][C:12]([CH3:15])([CH3:14])[CH3:13])=[O:10])[CH2:5][CH2:4]1, predict the reactants needed to synthesize it. The reactants are: [CH:1]([CH:3]1[CH2:8][CH2:7][N:6]([C:9]([O:11][C:12]([CH3:15])([CH3:14])[CH3:13])=[O:10])[CH2:5][CH2:4]1)=O.CO.[OH2:18].Cl.[NH2:20]O.C(=O)([O-])[O-].[Na+].[Na+]. (9) Given the product [Cl:22][C:23]1[CH:32]=[CH:31][CH:30]=[C:29]2[C:24]=1[CH2:25][CH2:26][CH2:27][CH:28]2[N:13]1[C:14](=[O:19])[C:15]([C:17]#[N:18])=[CH:16][N:11]([C:9]2[CH:8]=[CH:7][C:6]3[N:2]([CH3:1])[C:3](=[O:21])[O:4][C:5]=3[CH:10]=2)[C:12]1=[O:20], predict the reactants needed to synthesize it. The reactants are: [CH3:1][N:2]1[C:6]2[CH:7]=[CH:8][C:9]([N:11]3[CH:16]=[C:15]([C:17]#[N:18])[C:14](=[O:19])[NH:13][C:12]3=[O:20])=[CH:10][C:5]=2[O:4][C:3]1=[O:21].[Cl:22][C:23]1[CH:32]=[CH:31][CH:30]=[C:29]2[C:24]=1[CH2:25][CH2:26][CH2:27][CH:28]2O.